From a dataset of Forward reaction prediction with 1.9M reactions from USPTO patents (1976-2016). Predict the product of the given reaction. Given the reactants C[O:2][C:3](=[O:35])[C@H:4]([O:6][C:7]1[CH:12]=[CH:11][C:10]([CH2:13][NH:14][C:15]([C:17]2[C:18]([O:24][C:25]3[CH:33]=[CH:32][C:28]4[O:29][CH2:30][O:31][C:27]=4[CH:26]=3)=[N:19][CH:20]=[C:21]([F:23])[CH:22]=2)=[O:16])=[C:9]([F:34])[CH:8]=1)[CH3:5].COC(=O)COC1C=CC(CNC(C2C(OC3C=CC4OCOC=4C=3)=NC=CC=2)=O)=C(F)C=1, predict the reaction product. The product is: [O:29]1[C:28]2[CH:32]=[CH:33][C:25]([O:24][C:18]3[C:17]([C:15]([NH:14][CH2:13][C:10]4[CH:11]=[CH:12][C:7]([O:6][C@H:4]([CH3:5])[C:3]([OH:35])=[O:2])=[CH:8][C:9]=4[F:34])=[O:16])=[CH:22][C:21]([F:23])=[CH:20][N:19]=3)=[CH:26][C:27]=2[O:31][CH2:30]1.